Dataset: Forward reaction prediction with 1.9M reactions from USPTO patents (1976-2016). Task: Predict the product of the given reaction. Given the reactants C(O[C:4](=[O:10])[CH:5]([CH2:8]Br)[CH2:6]Br)C.[C:11]1(N2CCCC2)[CH2:15]C[CH2:13][CH:12]=1.CCN(C(C)C)C(C)C.CCOC(C)=O, predict the reaction product. The product is: [O:10]=[C:4]1[CH:5]2[CH2:6][CH2:15][CH:11]1[CH2:12][CH2:13][CH2:8]2.